This data is from Forward reaction prediction with 1.9M reactions from USPTO patents (1976-2016). The task is: Predict the product of the given reaction. Given the reactants [H-].[Al+3].[Li+].[H-].[H-].[H-].[Cl:7][CH:8]([Cl:31])[C:9]([NH:11][C@H:12]([CH2:29][F:30])[C@@H:13]([C:15]1[CH:20]=[CH:19][C:18]([C:21]2[CH:22]=[N:23][C:24]([C:27]#[N:28])=[CH:25][CH:26]=2)=[CH:17][CH:16]=1)[OH:14])=[O:10], predict the reaction product. The product is: [NH2:28][CH2:27][C:24]1[N:23]=[CH:22][C:21]([C:18]2[CH:17]=[CH:16][C:15]([C@@H:13]([OH:14])[C@H:12]([NH:11][C:9](=[O:10])[CH:8]([Cl:31])[Cl:7])[CH2:29][F:30])=[CH:20][CH:19]=2)=[CH:26][CH:25]=1.